From a dataset of Catalyst prediction with 721,799 reactions and 888 catalyst types from USPTO. Predict which catalyst facilitates the given reaction. (1) Reactant: CC(OC(/N=N/C(OC(C)C)=O)=O)C.[CH3:15][O:16][C:17]1[CH:18]=[C:19]([OH:26])[CH:20]=[C:21]([N+:23]([O-:25])=[O:24])[CH:22]=1.[CH3:27][O:28][CH2:29][CH2:30][O:31][CH2:32][CH2:33][O:34][CH2:35][CH2:36][O:37][CH2:38][CH2:39][O:40][CH2:41][CH2:42][O:43][CH2:44][CH2:45][O:46][CH2:47][CH2:48]O.C1C=CC(P(C2C=CC=CC=2)C2C=CC=CC=2)=CC=1. Product: [CH3:15][O:16][C:17]1[CH:18]=[C:19]([CH:20]=[C:21]([N+:23]([O-:25])=[O:24])[CH:22]=1)[O:26][CH2:48][CH2:47][O:46][CH2:45][CH2:44][O:43][CH2:42][CH2:41][O:40][CH2:39][CH2:38][O:37][CH2:36][CH2:35][O:34][CH2:33][CH2:32][O:31][CH2:30][CH2:29][O:28][CH3:27]. The catalyst class is: 1. (2) Reactant: Cl[C:2]1[N:7]=[C:6]([CH3:8])[C:5]([N+:9]([O-:11])=[O:10])=[CH:4][CH:3]=1.Cl.[F:13][C:14]1([F:18])[CH2:17][NH:16][CH2:15]1.C([O-])([O-])=O.[K+].[K+].FC1(F)CNC1. Product: [F:13][C:14]1([F:18])[CH2:17][N:16]([C:2]2[N:7]=[C:6]([CH3:8])[C:5]([N+:9]([O-:11])=[O:10])=[CH:4][CH:3]=2)[CH2:15]1. The catalyst class is: 191. (3) Reactant: [CH2:1]([O:3][C:4]1[CH:11]=[CH:10][C:7]([CH:8]=O)=[CH:6][CH:5]=1)[CH3:2].N1CCCCC1.C(O)(=O)[CH2:19][C:20]([OH:22])=[O:21].Cl. Product: [CH2:1]([O:3][C:4]1[CH:11]=[CH:10][C:7](/[CH:8]=[CH:19]/[C:20]([OH:22])=[O:21])=[CH:6][CH:5]=1)[CH3:2]. The catalyst class is: 17. (4) Reactant: C([O:3][C:4]([C:6]1[C:15](=[O:16])[C:14]2[C:9](=[CH:10][C:11]([Cl:20])=[C:12]([N+:17]([O-:19])=[O:18])[CH:13]=2)[NH:8][CH:7]=1)=[O:5])C.[OH-].[Na+].Cl. Product: [Cl:20][C:11]1[CH:10]=[C:9]2[C:14]([C:15](=[O:16])[C:6]([C:4]([OH:5])=[O:3])=[CH:7][NH:8]2)=[CH:13][C:12]=1[N+:17]([O-:19])=[O:18]. The catalyst class is: 8. (5) Reactant: [CH2:1]=[C:2]([CH:4]1[CH2:9][CH2:8][CH2:7][CH2:6][C:5]1=[O:10])[CH3:3].[N:11]1[CH2:12][CH2:13][CH2:14][CH2:15][CH:16]=1.Cl[Sn](Cl)(Cl)Cl. Product: [CH3:3][C:2]1[CH2:1][CH:16]2[CH2:15][CH2:14][CH2:13][CH2:12][N:11]2[C:5](=[O:10])[CH2:6][CH2:7][CH2:8][CH2:9][CH:4]=1. The catalyst class is: 26.